This data is from Peptide-MHC class II binding affinity with 134,281 pairs from IEDB. The task is: Regression. Given a peptide amino acid sequence and an MHC pseudo amino acid sequence, predict their binding affinity value. This is MHC class II binding data. (1) The peptide sequence is FENDEHIILYLVNFDK. The MHC is DRB1_0701 with pseudo-sequence DRB1_0701. The binding affinity (normalized) is 0. (2) The peptide sequence is RNGEVIGLYGNGILV. The MHC is DRB3_0202 with pseudo-sequence DRB3_0202. The binding affinity (normalized) is 0.288. (3) The peptide sequence is LSYRSLQPETFAVVD. The MHC is DRB1_0802 with pseudo-sequence DRB1_0802. The binding affinity (normalized) is 0.304. (4) The peptide sequence is EKKYFAAGQFEPLAA. The MHC is HLA-DPA10201-DPB10101 with pseudo-sequence HLA-DPA10201-DPB10101. The binding affinity (normalized) is 1.00. (5) The peptide sequence is NLTNLLSARKLDSSK. The MHC is DRB4_0101 with pseudo-sequence DRB4_0103. The binding affinity (normalized) is 0.880.